Dataset: Forward reaction prediction with 1.9M reactions from USPTO patents (1976-2016). Task: Predict the product of the given reaction. (1) Given the reactants [CH:1]1([CH2:4][O:5][C:6]2[N:11]=[C:10]([C:12]([OH:14])=O)[CH:9]=[CH:8][C:7]=2[N:15]2[CH2:18][C:17]([F:20])([F:19])[CH2:16]2)[CH2:3][CH2:2]1.Cl.[NH2:22][C:23]([CH3:31])([CH3:30])[CH2:24][C:25]([O:27][CH2:28][CH3:29])=[O:26].CN(C(ON1N=NC2C=CC=CC1=2)=[N+](C)C)C.[B-](F)(F)(F)F.CCN(C(C)C)C(C)C, predict the reaction product. The product is: [CH2:28]([O:27][C:25](=[O:26])[CH2:24][C:23]([NH:22][C:12]([C:10]1[CH:9]=[CH:8][C:7]([N:15]2[CH2:18][C:17]([F:20])([F:19])[CH2:16]2)=[C:6]([O:5][CH2:4][CH:1]2[CH2:2][CH2:3]2)[N:11]=1)=[O:14])([CH3:31])[CH3:30])[CH3:29]. (2) The product is: [CH2:32]([C:4]1[CH:5]=[C:6]2[C:11](=[CH:12][CH:13]=1)[O:10][C:9](=[O:14])[CH:8]=[C:7]2[NH:15][CH:16]1[CH2:21][CH2:20][N:19]([CH2:22][CH:23]=[CH:24][C:25]2[CH:26]=[CH:27][CH:28]=[CH:29][CH:30]=2)[CH2:18][CH2:17]1)[CH2:33][CH2:34][CH3:35]. Given the reactants N#N.Br[C:4]1[CH:5]=[C:6]2[C:11](=[CH:12][CH:13]=1)[O:10][C:9](=[O:14])[CH:8]=[C:7]2[NH:15][CH:16]1[CH2:21][CH2:20][N:19]([CH2:22][CH:23]=[CH:24][C:25]2[CH:30]=[CH:29][CH:28]=[CH:27][CH:26]=2)[CH2:18][CH2:17]1.[Br-].[CH2:32]([Zn+])[CH2:33][CH2:34][CH3:35], predict the reaction product. (3) The product is: [Br:8][C:6]1[N:5]=[C:4]([C:9]([OH:11])=[O:10])[C:3]([O:13][CH2:14][C:15]2[CH:20]=[CH:19][CH:18]=[CH:17][CH:16]=2)=[C:2]([O:22][CH3:21])[CH:7]=1. Given the reactants Br[C:2]1[CH:7]=[C:6]([Br:8])[N:5]=[C:4]([C:9]([O:11]C)=[O:10])[C:3]=1[O:13][CH2:14][C:15]1[CH:20]=[CH:19][CH:18]=[CH:17][CH:16]=1.[C:21](=O)([O-])[O-:22].[K+].[K+].CO.Cl, predict the reaction product. (4) Given the reactants C(OC([C:6]1[NH:7][C:8]([CH3:21])=[C:9]([C:12]2[CH:17]=[CH:16][CH:15]=[C:14]([C:18]([OH:20])=[O:19])[CH:13]=2)[C:10]=1[CH3:11])=O)C.[OH-].[K+].Cl.C(=O)=O, predict the reaction product. The product is: [CH3:21][C:8]1[NH:7][CH:6]=[C:10]([CH3:11])[C:9]=1[C:12]1[CH:13]=[C:14]([CH:15]=[CH:16][CH:17]=1)[C:18]([OH:20])=[O:19]. (5) The product is: [P:6]([OH:10])([O:12][C@H:13]1[CH2:17][O:16][C@@H:15]2[C@H:18]([O:21][N+:22]([O-:24])=[O:23])[CH2:19][O:20][C@H:14]12)([O:8][CH3:9])=[O:7]. Given the reactants Br[Si](C)(C)C.[P:6]([O:12][C@H:13]1[CH2:17][O:16][C@@H:15]2[C@H:18]([O:21][N+:22]([O-:24])=[O:23])[CH2:19][O:20][C@H:14]12)([O:10]C)([O:8][CH3:9])=[O:7].CO, predict the reaction product. (6) Given the reactants [NH2:1][C:2]1[S:3][CH:4]=[N:5][N:6]=1.[CH2:7]([C:13]1[CH:18]=[CH:17][C:16]([S:19](Cl)(=[O:21])=[O:20])=[CH:15][CH:14]=1)[CH2:8][CH2:9][CH2:10][CH2:11][CH3:12].O, predict the reaction product. The product is: [CH2:7]([C:13]1[CH:14]=[CH:15][C:16]([S:19]([NH:1][C:2]2[S:3][CH:4]=[N:5][N:6]=2)(=[O:21])=[O:20])=[CH:17][CH:18]=1)[CH2:8][CH2:9][CH2:10][CH2:11][CH3:12]. (7) Given the reactants [Br:1][CH2:2][C:3](Br)=[O:4].[CH2:6]([NH:8][CH2:9][CH3:10])[CH3:7].O, predict the reaction product. The product is: [Br:1][CH2:2][C:3]([N:8]([CH2:9][CH3:10])[CH2:6][CH3:7])=[O:4].